Dataset: Peptide-MHC class I binding affinity with 185,985 pairs from IEDB/IMGT. Task: Regression. Given a peptide amino acid sequence and an MHC pseudo amino acid sequence, predict their binding affinity value. This is MHC class I binding data. (1) The peptide sequence is QIIEQLIKK. The MHC is HLA-B51:01 with pseudo-sequence HLA-B51:01. The binding affinity (normalized) is 0. (2) The peptide sequence is SSLVKNVNK. The MHC is HLA-A33:01 with pseudo-sequence HLA-A33:01. The binding affinity (normalized) is 0. (3) The peptide sequence is VPHVIEEVM. The MHC is HLA-B58:01 with pseudo-sequence HLA-B58:01. The binding affinity (normalized) is 0.0847. (4) The peptide sequence is VPVWKEATTT. The MHC is HLA-A02:01 with pseudo-sequence HLA-A02:01. The binding affinity (normalized) is 0. (5) The peptide sequence is EEIRRIWRQ. The MHC is HLA-A69:01 with pseudo-sequence HLA-A69:01. The binding affinity (normalized) is 0.0847. (6) The peptide sequence is SITPNNLNK. The MHC is HLA-A03:01 with pseudo-sequence HLA-A03:01. The binding affinity (normalized) is 0.375. (7) The peptide sequence is NLIDWFNQT. The MHC is HLA-A02:19 with pseudo-sequence HLA-A02:19. The binding affinity (normalized) is 0.571.